Task: Predict the reactants needed to synthesize the given product.. Dataset: Full USPTO retrosynthesis dataset with 1.9M reactions from patents (1976-2016) Given the product [Cl:1][C:2]1[CH:7]=[CH:6][N:5]=[C:4]([NH:8][C:9](=[O:15])[O:10][C:11]([CH3:14])([CH3:13])[CH3:12])[C:3]=1[C:18]#[C:17][CH:19]1[CH2:24][CH2:23][CH2:22][CH2:21][CH2:20]1, predict the reactants needed to synthesize it. The reactants are: [Cl:1][C:2]1[CH:7]=[CH:6][N:5]=[C:4]([NH:8][C:9](=[O:15])[O:10][C:11]([CH3:14])([CH3:13])[CH3:12])[C:3]=1I.[C:17]([CH:19]1[CH2:24][CH2:23][CH2:22][CH2:21][CH2:20]1)#[CH:18].C(N(CC)CC)C.